From a dataset of Forward reaction prediction with 1.9M reactions from USPTO patents (1976-2016). Predict the product of the given reaction. Given the reactants [CH3:1][C:2]1[N:11]([CH3:12])[C:10](=[O:13])[C:9]2[C:4](=[CH:5][CH:6]=[CH:7][CH:8]=2)[N:3]=1.[C:14]1([CH3:22])[CH:19]=[CH:18][C:17]([CH:20]=O)=[CH:16][CH:15]=1, predict the reaction product. The product is: [CH3:12][N:11]1[C:10](=[O:13])[C:9]2[C:4](=[CH:5][CH:6]=[CH:7][CH:8]=2)[N:3]=[C:2]1[CH:1]=[CH:22][C:14]1[CH:19]=[CH:18][C:17]([CH3:20])=[CH:16][CH:15]=1.